Task: Regression. Given a peptide amino acid sequence and an MHC pseudo amino acid sequence, predict their binding affinity value. This is MHC class I binding data.. Dataset: Peptide-MHC class I binding affinity with 185,985 pairs from IEDB/IMGT (1) The peptide sequence is GEYRSGNNL. The MHC is HLA-B15:09 with pseudo-sequence HLA-B15:09. The binding affinity (normalized) is 0.0847. (2) The peptide sequence is LLDAHIPQL. The MHC is HLA-B44:03 with pseudo-sequence HLA-B44:03. The binding affinity (normalized) is 0.